From a dataset of Catalyst prediction with 721,799 reactions and 888 catalyst types from USPTO. Predict which catalyst facilitates the given reaction. (1) Reactant: [C:1]([C:3]1[CH:10]=[CH:9][C:6]([CH:7]=O)=[C:5]([CH3:11])[CH:4]=1)#[N:2].[F:12][C:13]([F:25])([F:24])[C:14]1[CH:15]=[C:16]([NH:20][C:21]([NH2:23])=[S:22])[CH:17]=[CH:18][CH:19]=1.O=[C:27]([CH3:34])[CH2:28][C:29]([O:31][CH2:32][CH3:33])=[O:30].C[Si](OP(=O)=O)(C)C.Cl. The catalyst class is: 1. Product: [C:1]([C:3]1[CH:10]=[CH:9][C:6]([CH:7]2[C:28]([C:29]([O:31][CH2:32][CH3:33])=[O:30])=[C:27]([CH3:34])[N:20]([C:16]3[CH:17]=[CH:18][CH:19]=[C:14]([C:13]([F:12])([F:24])[F:25])[CH:15]=3)[C:21](=[S:22])[NH:23]2)=[C:5]([CH3:11])[CH:4]=1)#[N:2]. (2) Reactant: C([N:8]1[CH2:13][CH2:12][N:11]([CH2:14][C:15]([N:17]2[CH2:22][CH2:21][CH:20]([NH:23][C:24]([NH:26][C:27]3[CH:32]=[CH:31][C:30]([O:33][C:34]([F:37])([F:36])[F:35])=[CH:29][CH:28]=3)=[O:25])[CH2:19][CH2:18]2)=[O:16])[CH2:10][CH2:9]1)C1C=CC=CC=1. Product: [N:11]1([CH2:14][C:15]([N:17]2[CH2:18][CH2:19][CH:20]([NH:23][C:24]([NH:26][C:27]3[CH:32]=[CH:31][C:30]([O:33][C:34]([F:37])([F:35])[F:36])=[CH:29][CH:28]=3)=[O:25])[CH2:21][CH2:22]2)=[O:16])[CH2:12][CH2:13][NH:8][CH2:9][CH2:10]1. The catalyst class is: 29.